Dataset: NCI-60 drug combinations with 297,098 pairs across 59 cell lines. Task: Regression. Given two drug SMILES strings and cell line genomic features, predict the synergy score measuring deviation from expected non-interaction effect. (1) Drug 1: CS(=O)(=O)C1=CC(=C(C=C1)C(=O)NC2=CC(=C(C=C2)Cl)C3=CC=CC=N3)Cl. Drug 2: COC1=CC(=CC(=C1O)OC)C2C3C(COC3=O)C(C4=CC5=C(C=C24)OCO5)OC6C(C(C7C(O6)COC(O7)C8=CC=CS8)O)O. Cell line: M14. Synergy scores: CSS=27.5, Synergy_ZIP=-5.22, Synergy_Bliss=0.791, Synergy_Loewe=-28.4, Synergy_HSA=-2.21. (2) Drug 1: C1=NC2=C(N1)C(=S)N=CN2. Drug 2: B(C(CC(C)C)NC(=O)C(CC1=CC=CC=C1)NC(=O)C2=NC=CN=C2)(O)O. Cell line: SW-620. Synergy scores: CSS=35.0, Synergy_ZIP=-5.99, Synergy_Bliss=-6.06, Synergy_Loewe=-19.1, Synergy_HSA=-4.94. (3) Drug 1: CC1C(C(CC(O1)OC2CC(CC3=C2C(=C4C(=C3O)C(=O)C5=C(C4=O)C(=CC=C5)OC)O)(C(=O)CO)O)N)O.Cl. Drug 2: C1CC(=O)NC(=O)C1N2CC3=C(C2=O)C=CC=C3N. Cell line: UACC62. Synergy scores: CSS=1.72, Synergy_ZIP=2.47, Synergy_Bliss=-3.94, Synergy_Loewe=-5.66, Synergy_HSA=-4.29. (4) Drug 1: CC1OCC2C(O1)C(C(C(O2)OC3C4COC(=O)C4C(C5=CC6=C(C=C35)OCO6)C7=CC(=C(C(=C7)OC)O)OC)O)O. Drug 2: C1=CC(=CC=C1CCCC(=O)O)N(CCCl)CCCl. Cell line: RPMI-8226. Synergy scores: CSS=60.9, Synergy_ZIP=-2.72, Synergy_Bliss=-3.02, Synergy_Loewe=0.697, Synergy_HSA=3.18. (5) Drug 1: CCC1=CC2CC(C3=C(CN(C2)C1)C4=CC=CC=C4N3)(C5=C(C=C6C(=C5)C78CCN9C7C(C=CC9)(C(C(C8N6C)(C(=O)OC)O)OC(=O)C)CC)OC)C(=O)OC.C(C(C(=O)O)O)(C(=O)O)O. Drug 2: CC(C)(C#N)C1=CC(=CC(=C1)CN2C=NC=N2)C(C)(C)C#N. Cell line: SNB-75. Synergy scores: CSS=35.7, Synergy_ZIP=0.228, Synergy_Bliss=1.33, Synergy_Loewe=2.96, Synergy_HSA=2.55. (6) Drug 1: C(CC(=O)O)C(=O)CN.Cl. Drug 2: C1C(C(OC1N2C=NC(=NC2=O)N)CO)O. Cell line: M14. Synergy scores: CSS=18.8, Synergy_ZIP=-6.23, Synergy_Bliss=-3.98, Synergy_Loewe=-4.10, Synergy_HSA=-2.96. (7) Drug 1: CCC1=C2CN3C(=CC4=C(C3=O)COC(=O)C4(CC)O)C2=NC5=C1C=C(C=C5)O. Drug 2: CC1C(C(CC(O1)OC2CC(OC(C2O)C)OC3=CC4=CC5=C(C(=O)C(C(C5)C(C(=O)C(C(C)O)O)OC)OC6CC(C(C(O6)C)O)OC7CC(C(C(O7)C)O)OC8CC(C(C(O8)C)O)(C)O)C(=C4C(=C3C)O)O)O)O. Cell line: LOX IMVI. Synergy scores: CSS=75.6, Synergy_ZIP=0.932, Synergy_Bliss=1.28, Synergy_Loewe=-0.358, Synergy_HSA=0.528.